This data is from Reaction yield outcomes from USPTO patents with 853,638 reactions. The task is: Predict the reaction yield, written as a fraction of the theoretical maximum amount of product (1.0 means a 100% yield; for example, 0.34 means a 34% yield). (1) The reactants are [C:1]([O:5][C:6](=[O:12])[NH:7][CH2:8][CH2:9][C:10]#[CH:11])([CH3:4])([CH3:3])[CH3:2].I[C:14]1[CH:21]=[CH:20][C:17]([C:18]#[N:19])=[CH:16][CH:15]=1.C(N(CC)CC)C. The catalyst is Cl[Pd](Cl)([P](C1C=CC=CC=1)(C1C=CC=CC=1)C1C=CC=CC=1)[P](C1C=CC=CC=1)(C1C=CC=CC=1)C1C=CC=CC=1.[Cu]I.C1COCC1. The product is [C:1]([O:5][C:6](=[O:12])[NH:7][CH2:8][CH2:9][C:10]#[C:11][C:14]1[CH:21]=[CH:20][C:17]([C:18]#[N:19])=[CH:16][CH:15]=1)([CH3:4])([CH3:3])[CH3:2]. The yield is 0.990. (2) The reactants are [CH2:1]([O:3][C:4]1[CH:5]=[C:6]2[C:11](=[CH:12][C:13]=1[O:14][CH3:15])[N:10]=[CH:9][N:8]=[C:7]2[S:16][C:17]1[CH:18]=[C:19]([CH:21]=[CH:22][CH:23]=1)[NH2:20])[CH3:2].[F:24][C:25]([F:45])([F:44])[C:26]([C:29]1[O:33][N:32]=[C:31]([NH:34][C:35](=O)[O:36]C2C=CC=CC=2)[CH:30]=1)([CH3:28])[CH3:27]. The catalyst is C1COCC1.CN(C)C1C=CN=CC=1. The product is [CH2:1]([O:3][C:4]1[CH:5]=[C:6]2[C:11](=[CH:12][C:13]=1[O:14][CH3:15])[N:10]=[CH:9][N:8]=[C:7]2[S:16][C:17]1[CH:18]=[C:19]([NH:20][C:35]([NH:34][C:31]2[CH:30]=[C:29]([C:26]([CH3:28])([CH3:27])[C:25]([F:45])([F:44])[F:24])[O:33][N:32]=2)=[O:36])[CH:21]=[CH:22][CH:23]=1)[CH3:2]. The yield is 0.210. (3) The reactants are [CH2:1]([O:3][C:4]([CH2:6][O:7][C:8](=[O:19])[C:9](=[C:11]1[CH2:16][CH2:15][CH2:14][C:13]([CH3:18])([CH3:17])[CH2:12]1)[CH3:10])=[O:5])[CH3:2]. The catalyst is CCOC(C)=O.[Pd]. The product is [CH2:1]([O:3][C:4]([CH2:6][O:7][C:8](=[O:19])[CH:9]([CH:11]1[CH2:16][CH2:15][CH2:14][C:13]([CH3:17])([CH3:18])[CH2:12]1)[CH3:10])=[O:5])[CH3:2]. The yield is 0.960. (4) The reactants are [OH:1][C:2]1[CH:7]=[C:6]([CH3:8])[C:5]([NH:9][CH:10]=[O:11])=[C:4]([CH3:12])[C:3]=1[CH3:13].C(=O)([O-])[O-].[K+].[K+].CN(C)C=O.Cl[CH2:26][C:27]([CH3:36])=[CH:28][C:29]1[CH:34]=[CH:33][C:32]([CH3:35])=[CH:31][CH:30]=1. The catalyst is C1(C)C=CC=CC=1.O. The product is [CH3:12][C:4]1[C:3]([CH3:13])=[C:2]([O:1][CH2:26][C:27]([CH3:36])=[CH:28][C:29]2[CH:30]=[CH:31][C:32]([CH3:35])=[CH:33][CH:34]=2)[CH:7]=[C:6]([CH3:8])[C:5]=1[NH:9][CH:10]=[O:11]. The yield is 0.745. (5) The reactants are Br[C:2]1[C:6]2=[N:7][CH:8]=[CH:9][C:10]([Cl:11])=[C:5]2[S:4][CH:3]=1.[F:12][C:13]1[CH:18]=[CH:17][C:16](B(O)O)=[C:15]([C:22]([F:25])([F:24])[F:23])[CH:14]=1.O1CCOCC1.[O-]P([O-])([O-])=O.[K+].[K+].[K+]. The catalyst is C(Cl)Cl.C1C=CC(P(C2C=CC=CC=2)[C-]2C=CC=C2)=CC=1.C1C=CC(P(C2C=CC=CC=2)[C-]2C=CC=C2)=CC=1.Cl[Pd]Cl.[Fe+2].C(Cl)Cl. The product is [Cl:11][C:10]1[CH:9]=[CH:8][N:7]=[C:6]2[C:2]([C:16]3[CH:17]=[CH:18][C:13]([F:12])=[CH:14][C:15]=3[C:22]([F:23])([F:25])[F:24])=[CH:3][S:4][C:5]=12. The yield is 0.910. (6) The reactants are C([O:4][C@H:5]1[C@H:10]([O:11]C(=O)C)[C@@H:9]([O:15]C(=O)C)[C@H:8]([C:19]2[CH:24]=[CH:23][C:22]([Cl:25])=[C:21]([CH2:26][C:27]3[CH:32]=[CH:31][C:30]([O:33][CH2:34][CH:35]=[N:36][O:37][CH3:38])=[CH:29][CH:28]=3)[CH:20]=2)[O:7][C@@H:6]1[CH2:39][O:40]C(=O)C)(=O)C.O.[OH-].[Li+]. The catalyst is C1COCC1.CO.O. The product is [CH3:38][O:37][N:36]=[CH:35][CH2:34][O:33][C:30]1[CH:31]=[CH:32][C:27]([CH2:26][C:21]2[CH:20]=[C:19]([C@H:8]3[C@H:9]([OH:15])[C@@H:10]([OH:11])[C@H:5]([OH:4])[C@@H:6]([CH2:39][OH:40])[O:7]3)[CH:24]=[CH:23][C:22]=2[Cl:25])=[CH:28][CH:29]=1. The yield is 0.962. (7) The reactants are [CH3:1][C:2]([CH2:4][CH2:5][C:6]1[NH:7][C:8]2[C:13]([CH:14]=1)=[CH:12][CH:11]=[CH:10][CH:9]=2)=[CH2:3]. The catalyst is [Pd].C(O)C. The product is [CH3:1][CH:2]([CH3:3])[CH2:4][CH2:5][C:6]1[NH:7][C:8]2[C:13]([CH:14]=1)=[CH:12][CH:11]=[CH:10][CH:9]=2. The yield is 0.590.